From a dataset of Catalyst prediction with 721,799 reactions and 888 catalyst types from USPTO. Predict which catalyst facilitates the given reaction. Reactant: [CH:1]([C:3]1[CH:20]=[C:19]([C:21]([F:24])([F:23])[F:22])[CH:18]=[CH:17][C:4]=1[O:5][C:6]1[CH:7]=[C:8]([CH:12]([CH3:16])[C:13]([OH:15])=[O:14])[CH:9]=[CH:10][CH:11]=1)=[O:2].[BH4-].[Na+]. Product: [OH:2][CH2:1][C:3]1[CH:20]=[C:19]([C:21]([F:22])([F:23])[F:24])[CH:18]=[CH:17][C:4]=1[O:5][C:6]1[CH:7]=[C:8]([CH:12]([CH3:16])[C:13]([OH:15])=[O:14])[CH:9]=[CH:10][CH:11]=1. The catalyst class is: 5.